This data is from Full USPTO retrosynthesis dataset with 1.9M reactions from patents (1976-2016). The task is: Predict the reactants needed to synthesize the given product. Given the product [CH3:1][C:2]([CH3:11])([CH2:6][O:7][C:8](=[O:10])[CH3:9])[C:3]([Cl:15])=[O:4], predict the reactants needed to synthesize it. The reactants are: [CH3:1][C:2]([CH3:11])([CH2:6][O:7][C:8](=[O:10])[CH3:9])[C:3](O)=[O:4].C(Cl)(=O)C([Cl:15])=O.